Predict the reaction yield, written as a fraction of the theoretical maximum amount of product (1.0 means a 100% yield; for example, 0.34 means a 34% yield). From a dataset of Reaction yield outcomes from USPTO patents with 853,638 reactions. (1) The reactants are [CH:1]1([CH2:5][N:6]2[CH:14]=[C:13]3[C:8]([CH:9]=[C:10]([C:15]4[CH:16]=[C:17]([CH:25]5[CH2:30][CH2:29][NH:28][CH2:27][CH2:26]5)[N:18]5[C:23]=4[C:22]([NH2:24])=[N:21][CH:20]=[N:19]5)[CH:11]=[CH:12]3)=[N:7]2)[CH2:4][CH2:3][CH2:2]1.Cl[CH2:32][C:33](N(C)C)=[O:34]. No catalyst specified. The product is [C:33]([N:28]1[CH2:29][CH2:30][CH:25]([C:17]2[N:18]3[C:23]([C:22]([NH2:24])=[N:21][CH:20]=[N:19]3)=[C:15]([C:10]3[CH:11]=[CH:12][C:13]4[C:8]([CH:9]=3)=[N:7][N:6]([CH2:5][CH:1]3[CH2:2][CH2:3][CH2:4]3)[CH:14]=4)[CH:16]=2)[CH2:26][CH2:27]1)(=[O:34])[CH3:32]. The yield is 0.620. (2) The reactants are [NH:1]1[C:9]2[C:4](=[CH:5][CH:6]=[CH:7][CH:8]=2)[C:3]2([C:13]3=[CH:14][C:15]4[O:19][CH2:18][O:17][C:16]=4[CH:20]=[C:12]3[O:11][CH2:10]2)[C:2]1=[O:21].C(=O)([O-])[O-].[Cs+].[Cs+].[I-].[K+].CC1C=CC(S(O[CH2:41][C@H:42]2[CH2:47][O:46][CH2:45][CH2:44][O:43]2)(=O)=O)=CC=1. The catalyst is CN(C)C=O. The product is [O:43]1[CH2:44][CH2:45][O:46][CH2:47][C@@H:42]1[CH2:41][N:1]1[C:9]2[C:4](=[CH:5][CH:6]=[CH:7][CH:8]=2)[C:3]2([C:13]3=[CH:14][C:15]4[O:19][CH2:18][O:17][C:16]=4[CH:20]=[C:12]3[O:11][CH2:10]2)[C:2]1=[O:21]. The yield is 0.930.